From a dataset of Peptide-MHC class II binding affinity with 134,281 pairs from IEDB. Regression. Given a peptide amino acid sequence and an MHC pseudo amino acid sequence, predict their binding affinity value. This is MHC class II binding data. (1) The peptide sequence is AFKVAAPAANAAPAN. The MHC is DRB1_0802 with pseudo-sequence DRB1_0802. The binding affinity (normalized) is 0.581. (2) The peptide sequence is AQLSQLISLLPSTLQ. The MHC is DRB1_1302 with pseudo-sequence DRB1_1302. The binding affinity (normalized) is 0.592. (3) The peptide sequence is TVAAAPQVKYAVFEA. The MHC is DRB1_0101 with pseudo-sequence DRB1_0101. The binding affinity (normalized) is 0.433.